This data is from Full USPTO retrosynthesis dataset with 1.9M reactions from patents (1976-2016). The task is: Predict the reactants needed to synthesize the given product. Given the product [ClH:32].[ClH:1].[Cl:32][C:13]1[C:12]([CH2:11][CH2:10][NH:9][CH2:33][C:34]2[CH:39]=[CH:38][C:37]([N:40]3[CH2:45][CH2:44][NH:43][CH2:42][CH2:41]3)=[CH:36][CH:35]=2)=[CH:17][C:16]([O:18][CH3:19])=[C:15]([NH:20][C:21]([NH:23][C:24]2[CH:29]=[N:28][C:27]([C:30]#[N:31])=[CH:26][N:25]=2)=[O:22])[CH:14]=1, predict the reactants needed to synthesize it. The reactants are: [ClH:1].C(OC([N:9]([CH2:33][C:34]1[CH:39]=[CH:38][C:37]([N:40]2[CH2:45][CH2:44][N:43](C(OC(C)(C)C)=O)[CH2:42][CH2:41]2)=[CH:36][CH:35]=1)[CH2:10][CH2:11][C:12]1[CH:17]=[C:16]([O:18][CH3:19])[C:15]([NH:20][C:21]([NH:23][C:24]2[CH:29]=[N:28][C:27]([C:30]#[N:31])=[CH:26][N:25]=2)=[O:22])=[CH:14][C:13]=1[Cl:32])=O)(C)(C)C.C(OCC)C.